This data is from Reaction yield outcomes from USPTO patents with 853,638 reactions. The task is: Predict the reaction yield, written as a fraction of the theoretical maximum amount of product (1.0 means a 100% yield; for example, 0.34 means a 34% yield). (1) The reactants are [Cl:1][C:2]1[N:7]2[N:8]=[C:9]([C:12]3[CH:17]=[CH:16][CH:15]=[C:14]([Cl:18])[CH:13]=3)[C:10]([CH3:11])=[C:6]2[N:5]=[C:4]([CH3:19])[C:3]=1[C@H:20]([OH:26])[C:21]([O:23][CH2:24][CH3:25])=[O:22].C(O[C:31]([CH3:34])([CH3:33])[CH3:32])(=O)C.Cl(O)(=O)(=O)=O. The catalyst is C(Cl)Cl. The product is [C:31]([O:26][C@@H:20]([C:3]1[C:4]([CH3:19])=[N:5][C:6]2[N:7]([N:8]=[C:9]([C:12]3[CH:17]=[CH:16][CH:15]=[C:14]([Cl:18])[CH:13]=3)[C:10]=2[CH3:11])[C:2]=1[Cl:1])[C:21]([O:23][CH2:24][CH3:25])=[O:22])([CH3:34])([CH3:33])[CH3:32]. The yield is 0.565. (2) The reactants are [CH:1]1[C:6]([NH2:7])=[CH:5][CH:4]=[C:3]([S:8]([NH:11][C:12]2[S:16][CH:15]=[CH:14][N:13]=2)(=[O:10])=[O:9])[CH:2]=1.[C:17]1(=[O:23])O[C:20](=[O:21])[CH:19]=[CH:18]1. No catalyst specified. The product is [S:16]1[CH:15]=[CH:14][N:13]=[C:12]1[NH:11][S:8]([C:3]1[CH:4]=[CH:5][CH:6]=[CH:1][CH:2]=1)(=[O:10])=[O:9].[NH:7]1[C:20](=[O:21])[CH:19]=[CH:18][C:17]1=[O:23]. The yield is 0.300. (3) The reactants are [Cl:1][C:2]1[CH:3]=[C:4]2[C:9](=[CH:10][CH:11]=1)[C:8]([C:12]1[CH:16]=[C:15]([Br:17])[S:14][C:13]=1[Br:18])=[N:7][CH2:6][CH2:5]2.C(O)C.[C:22]([O:26][C:27](O[C:27]([O:26][C:22]([CH3:25])([CH3:24])[CH3:23])=[O:28])=[O:28])([CH3:25])([CH3:24])[CH3:23].[BH4-].[Na+]. No catalyst specified. The product is [Cl:1][C:2]1[CH:3]=[C:4]2[C:9](=[CH:10][CH:11]=1)[CH:8]([C:12]1[CH:16]=[C:15]([Br:17])[S:14][C:13]=1[Br:18])[N:7]([C:27]([O:26][C:22]([CH3:25])([CH3:24])[CH3:23])=[O:28])[CH2:6][CH2:5]2. The yield is 0.753. (4) The reactants are [NH2:1][C@H:2]([CH3:7])[CH2:3][C:4]([OH:6])=[O:5].[C:8](=O)([O:14]C(C)(C)C)[O:9][C:10]([CH3:13])([CH3:12])[CH3:11]. The catalyst is O1CCOCC1.O. The product is [C:10]([O:9][C:8]([NH:1][C@H:2]([CH3:7])[CH2:3][C:4]([OH:6])=[O:5])=[O:14])([CH3:13])([CH3:12])[CH3:11]. The yield is 0.900. (5) The reactants are [F:1][C:2]1[C:7]([OH:8])=[C:6]([F:9])[C:5]([F:10])=[C:4]([F:11])[C:3]=1[F:12].S1(C2C(=CC=CC=2)C(=O)N1)(=O)=O.[Na].[CH3:26][Si:27]([CH3:34])([CH3:33])N[Si:27]([CH3:34])([CH3:33])[CH3:26]. No catalyst specified. The product is [F:1][C:2]1[C:7]([O:8][Si:27]([CH3:34])([CH3:33])[CH3:26])=[C:6]([F:9])[C:5]([F:10])=[C:4]([F:11])[C:3]=1[F:12]. The yield is 0.870. (6) The catalyst is ClCCl. The product is [Br:13][C:14]1[CH:15]=[CH:16][C:17]([Cl:23])=[C:18]([C:19](=[O:20])[CH2:2][N:3]([O:4][CH3:5])[CH3:6])[CH:22]=1. The yield is 1.00. The reactants are Cl.[CH3:2][NH:3][O:4][CH3:5].[CH2:6](N(CC)CC)C.[Br:13][C:14]1[CH:15]=[CH:16][C:17]([Cl:23])=[C:18]([CH:22]=1)[C:19](O)=[O:20].O=C1N([ClH]P([ClH]N2CCOC2=O)=O)CCO1. (7) The reactants are [CH:1]1([NH:4][C:5]([C:7]2[CH:8]=[CH:9][C:10]([CH3:31])=[C:11]([N:13]3[CH:21]=[N:20][C:19]4[C:14]3=[N:15][CH:16]=[N:17][C:18]=4[C:22]3[CH:30]=[CH:29][C:25]([C:26]([OH:28])=O)=[CH:24][CH:23]=3)[CH:12]=2)=[O:6])[CH2:3][CH2:2]1.CN.O[N:35]1[C:39]2C=CC=CC=2N=N1.Cl.CN(C)CCCN=C=NCC. The catalyst is CN(C=O)C.O. The product is [CH:1]1([NH:4][C:5](=[O:6])[C:7]2[CH:8]=[CH:9][C:10]([CH3:31])=[C:11]([N:13]3[CH:21]=[N:20][C:19]4[C:14]3=[N:15][CH:16]=[N:17][C:18]=4[C:22]3[CH:30]=[CH:29][C:25]([C:26](=[O:28])[NH:35][CH3:39])=[CH:24][CH:23]=3)[CH:12]=2)[CH2:3][CH2:2]1. The yield is 0.800.